This data is from Forward reaction prediction with 1.9M reactions from USPTO patents (1976-2016). The task is: Predict the product of the given reaction. (1) Given the reactants [N:1]1([C:7]([O:9][C:10]([CH3:13])([CH3:12])[CH3:11])=[O:8])[CH2:6][CH2:5][NH:4][CH2:3][CH2:2]1.[CH:14]12[O:23][CH:15]1[CH2:16][C:17]1[C:22]2=[CH:21][CH:20]=[CH:19][CH:18]=1, predict the reaction product. The product is: [OH:23][C@@H:15]1[CH2:16][C:17]2[C:22](=[CH:21][CH:20]=[CH:19][CH:18]=2)[C@H:14]1[N:4]1[CH2:5][CH2:6][N:1]([C:7]([O:9][C:10]([CH3:13])([CH3:12])[CH3:11])=[O:8])[CH2:2][CH2:3]1. (2) Given the reactants [Cl:1][C:2]1[N:3]([C:12]2[C:13](=[O:23])[N:14]([CH3:22])[N:15]=[C:16]([S:20][CH3:21])[C:17]=2[O:18][CH3:19])[C:4]2[C:9]([C:10]=1[Cl:11])=[CH:8][CH:7]=[CH:6][CH:5]=2.C1C=C(Cl)C=C(C(OO)=[O:32])C=1.C(=O)(O)[O-].[Na+].S([O-])([O-])(=O)=S.[Na+].[Na+], predict the reaction product. The product is: [Cl:1][C:2]1[N:3]([C:12]2[C:13](=[O:23])[N:14]([CH3:22])[N:15]=[C:16]([S:20]([CH3:21])=[O:32])[C:17]=2[O:18][CH3:19])[C:4]2[C:9]([C:10]=1[Cl:11])=[CH:8][CH:7]=[CH:6][CH:5]=2. (3) Given the reactants Cl.[CH2:2]([NH2:4])[CH3:3].[OH-].[Na+].[NH2:7][C:8]1[C:16]([Cl:17])=[CH:15][CH:14]=[CH:13][C:9]=1[C:10](O)=O.CN(C([O:25]N1N=NC2C=CC=CC1=2)=[N+](C)C)C.[B-](F)(F)(F)F.CCN(C(C)C)C(C)C, predict the reaction product. The product is: [CH2:14]([C:15]1[C:16]([Cl:17])=[C:8]([NH2:7])[CH:9]=[CH:10][C:3]=1[C:2]([NH2:4])=[O:25])[CH3:13]. (4) Given the reactants [CH:1]1([N:4]([CH:20]2[CH2:25][CH2:24][NH:23][CH2:22][CH2:21]2)[C:5]([C:7]2[CH:8]=[N:9][C:10]([N:13]3[CH:17]=[CH:16][N:15]=[C:14]3[CH2:18][CH3:19])=[N:11][CH:12]=2)=[O:6])[CH2:3][CH2:2]1.Cl[C:27]1[N:32]=[CH:31][C:30]([CH2:33][CH3:34])=[CH:29][N:28]=1, predict the reaction product. The product is: [CH:1]1([N:4]([CH:20]2[CH2:21][CH2:22][N:23]([C:27]3[N:32]=[CH:31][C:30]([CH2:33][CH3:34])=[CH:29][N:28]=3)[CH2:24][CH2:25]2)[C:5]([C:7]2[CH:12]=[N:11][C:10]([N:13]3[CH:17]=[CH:16][N:15]=[C:14]3[CH2:18][CH3:19])=[N:9][CH:8]=2)=[O:6])[CH2:3][CH2:2]1. (5) Given the reactants N(C(OCC)=O)=NC(OCC)=O.[Cl:13][C:14]1[CH:33]=[CH:32][C:17]([NH:18][C:19]2[C:28]3[C:23](=[CH:24][C:25]([OH:31])=[C:26]([O:29][CH3:30])[CH:27]=3)[N:22]=[CH:21][N:20]=2)=[C:16]([F:34])[CH:15]=1.O[CH:36]1[CH2:41][CH2:40][N:39]([CH3:42])[CH2:38][CH2:37]1.C1(P(C2C=CC=CC=2)C2C=CC=CC=2)C=CC=CC=1, predict the reaction product. The product is: [Cl:13][C:14]1[CH:33]=[CH:32][C:17]([NH:18][C:19]2[C:28]3[C:23](=[CH:24][C:25]([O:31][CH:36]4[CH2:41][CH2:40][N:39]([CH3:42])[CH2:38][CH2:37]4)=[C:26]([O:29][CH3:30])[CH:27]=3)[N:22]=[CH:21][N:20]=2)=[C:16]([F:34])[CH:15]=1. (6) Given the reactants [CH3:1][C:2]1([CH3:24])[O:6][C@H:5]2[C@H:7]([N:14]3[C:18]4[N:19]=[CH:20][N:21]=[C:22]([CH3:23])[C:17]=4[CH:16]=[CH:15]3)[O:8][C@@H:9]([C:10](=O)[C:11]#[CH:12])[C@H:4]2[O:3]1.O.[NH2:26][NH2:27], predict the reaction product. The product is: [CH3:1][C:2]1([CH3:24])[O:3][C@@H:4]2[C@H:9]([C:10]3[NH:27][N:26]=[CH:12][CH:11]=3)[O:8][C@@H:7]([N:14]3[C:18]4[N:19]=[CH:20][N:21]=[C:22]([CH3:23])[C:17]=4[CH:16]=[CH:15]3)[C@@H:5]2[O:6]1.